This data is from Full USPTO retrosynthesis dataset with 1.9M reactions from patents (1976-2016). The task is: Predict the reactants needed to synthesize the given product. (1) Given the product [CH3:13][O:11][C:10](=[O:12])[CH2:9][C:4]1[CH:5]=[CH:6][CH:7]=[CH:8][C:3]=1[Br:2], predict the reactants needed to synthesize it. The reactants are: Cl.[Br:2][C:3]1[CH:8]=[CH:7][CH:6]=[CH:5][C:4]=1[CH2:9][C:10]([OH:12])=[O:11].[CH3:13]O. (2) Given the product [CH3:30][N:20]1[C:21]2[CH2:26][CH2:25][N:24]([C:27](=[O:29])[CH3:28])[CH2:23][C:22]=2[C:18]([N:13]2[C:14]3[C:9](=[CH:8][C:7]([C:5]4[CH:4]=[N:3][N:2]([CH3:1])[CH:6]=4)=[CH:16][CH:15]=3)[CH2:10][CH2:11][CH2:12]2)=[N:19]1, predict the reactants needed to synthesize it. The reactants are: [CH3:1][N:2]1[CH:6]=[C:5]([C:7]2[CH:8]=[C:9]3[C:14](=[CH:15][CH:16]=2)[NH:13][CH2:12][CH2:11][CH2:10]3)[CH:4]=[N:3]1.Br[C:18]1[C:22]2[CH2:23][N:24]([C:27](=[O:29])[CH3:28])[CH2:25][CH2:26][C:21]=2[N:20]([CH3:30])[N:19]=1.COC(C)(C)C.C1(P(C2CCCCC2)C2C=CC=CC=2C2C(OC(C)C)=CC=CC=2OC(C)C)CCCCC1.C(O[Na])(C)(C)C. (3) Given the product [C:5]([C@@H:4]1[CH2:8][CH2:12][N:13]([C:18]([O:20][CH2:21][CH3:22])=[O:19])[CH2:14][C@H:7]1[O:26][CH2:27][CH3:28])#[N:6], predict the reactants needed to synthesize it. The reactants are: [H-].[Li+].O[C:4]([CH3:8])([CH3:7])[C:5]#[N:6].[H][H].C12OC1C[CH2:14][N:13]([C:18]([O:20][CH2:21][CH3:22])=[O:19])[CH2:12]2.S(OCC)([O:26][CH2:27][CH3:28])(=O)=O. (4) The reactants are: [F:1][C:2]([F:7])([F:6])[C:3]([OH:5])=[O:4].[CH3:8][C:9](C)([CH3:41])[CH2:10][NH:11][CH2:12][C:13]1[O:17][CH:16]=[C:15]([C:18]2[CH:19]=[C:20]3[C:24](=[C:25]([C:27]([NH2:29])=[O:28])[CH:26]=2)[NH:23][CH:22]=[C:21]3[CH:30]2[CH2:35][CH2:34][N:33]([S:36]([CH2:39][CH3:40])(=[O:38])=[O:37])[CH2:32][CH2:31]2)[CH:14]=1.[CH3:43][C:44](C)(C)CN. Given the product [F:1][C:2]([F:7])([F:6])[C:3]([OH:5])=[O:4].[CH:9]1([CH2:10][NH:11][CH2:12][C:13]2[O:17][CH:16]=[C:15]([C:18]3[CH:19]=[C:20]4[C:24](=[C:25]([C:27]([NH2:29])=[O:28])[CH:26]=3)[NH:23][CH:22]=[C:21]4[CH:30]3[CH2:31][CH2:32][N:33]([S:36]([CH2:39][CH3:40])(=[O:37])=[O:38])[CH2:34][CH2:35]3)[CH:14]=2)[CH2:8][CH2:44][CH2:43][CH2:41]1, predict the reactants needed to synthesize it.